From a dataset of Experimentally validated miRNA-target interactions with 360,000+ pairs, plus equal number of negative samples. Binary Classification. Given a miRNA mature sequence and a target amino acid sequence, predict their likelihood of interaction. (1) The miRNA is hsa-miR-877-3p with sequence UCCUCUUCUCCCUCCUCCCAG. The protein sequence of the target gene is MQSPAATAEGLSGPLFGAYTFPTFKFQPRHDSMDWRRISTLDVDRVARELDVATLQENIAGITFCNLDREVCSRCGQPVDPALLKVLRLAQLIIEYLLHCQDCLSASVAQLEARLQTSLGQQQRGQQELGRQADELKGVREESRRRRKMISTLQQLLMQTGTHSYHTCHLCDKTFMNATFLRGHIQRRHAGVAEGGKQKKQEQPVEEVLEELRAKLKWTQGELEAQREAERQRQLQEAELIHQREIEAKKEFDKWKEQEWTKLYGEIDKLKKLFWDEFKNVAKQNSTLEEKLRALQSHSV.... Result: 1 (interaction). (2) The miRNA is hsa-miR-129-5p with sequence CUUUUUGCGGUCUGGGCUUGC. The protein sequence of the target gene is MASPRASRWPPPLLLLLLPLLLLPPAAPGTRDPPPSPARRALSLAPLAGAGLELQLERRPEREPPPTPPRERRGPATPGPSYRAPEPGAATQRGPSGRAPRGGSADAAWKHWPESNTEAHVENITFYQNQEDFSTVSSKEGVMVQTSGKSHAASDAPENLTLLAETADARGRSGSSSRTNFTILPVGYSLEIATALTSQSGNLASESLHLPSSSSEFDERIAAFQTKSGTASEMGTERAMGLSEEWTVHSQEATTSAWSPSFLPALEMGELTTPSRKRNSSGPDLSWLHFYRTAASSPLL.... Result: 1 (interaction). (3) The miRNA is hsa-miR-340-3p with sequence UCCGUCUCAGUUACUUUAUAGC. The protein sequence of the target gene is MSAPFEERSGVVPCGTPWGQWYQTLEEVFIEVQVPPGTRAQDIQCGLQSRHVALSVGGREILKGKLFDSTIADEGTWTLEDRKMVRIVLTKTKRDAANCWTSLLESEYAADPWVQDQMQRKLTLERFQKENPGFDFSGAEISGNYTKGGPDFSNLEK. Result: 1 (interaction). (4) The miRNA is mmu-miR-7b-5p with sequence UGGAAGACUUGUGAUUUUGUUGUU. The protein sequence of the target gene is MNTSLGPLSFKDVAVAFSQEEWQQLDPEERTTYRDVMLETYSNLVSVGYDIIKPDVIIKLEQGEEPWIVEGAFSPQSYPDEIRHMSRLMEEDQGGEENQSSSAVFSYRSRADASSKATDGETKPFPSQKALPQCNSCEKSLMCVSAFIRSDGSYAKLRPNVCAGCGKPLPCSKPEETHPGGESYEFSGDGDEDPLGEEGVYQKGHFLEEPFEYVECQKSFPKGTVFLNHLEEEPCDWNDAEVAFLQTSDLSAHQDSLMEMKPYECQQCGKSFCKKSKFVIHQRTHTGEKPFKCSQCGKSF.... Result: 1 (interaction). (5) The protein sequence of the target gene is MPRGSRARGSKRKRSWNTECPSFPGERPLQVRRAGLRTAGAAASLSEAWLRCGEGFQNTSGNPSLTAEEKTITEKHLELCPRPKQETTTSKSTSGLTDITWSSSGSDLSDEDKTLSQLQRDELQFIDWEIDSDRAEASDCDEFEDDEGAVEISDCASCASNQSLTSDEKLSELPKPSSIEILEYSSDSEKEDDLENVLLIDSESPHKYHVQFASDARQIMERLIDPRTKSTETILHTPQKPTAKFPRTPENSAKKKLLRGGLAERLNGLQNRERSAISLWRHQCISYQKTLSGRKSGVLT.... The miRNA is hsa-miR-3691-3p with sequence ACCAAGUCUGCGUCAUCCUCUC. Result: 0 (no interaction). (6) The miRNA is mmu-miR-5046 with sequence AGCUCCCGCCACUGUGACCCCCUU. The protein sequence of the target gene is MPWDTRPGRSANGGPEGPGAARLRVQKQCRKSSFAFYLAVRDQLPVWLLEDIRASEAFHCDERGRAAAYSPSEALLYALVHDHQAYAHYLLATFPRCALAPPSAGFRCCTAPGPHVALAVRYNRVGILRRILRTVQDFPVEERVRLLDRRGCSRVEGGGTSLHVACELARPECLFLLLGHGASPGLRDGSGFTPLELLLRQLNQDASSAPTKAEAASATVNAATANTTSSEEVCQRRLLLLDLLVLYTPGGVVGPARCELLGDQLRWQRLLGEDKFQWLAGLAPPSLFVRAMQVLVTTIS.... Result: 0 (no interaction). (7) The miRNA is mmu-miR-1929-5p with sequence UUCUAGGACUUUAUAGAGCAGAG. The protein sequence of the target gene is MEEELKCPVCGSLFREPIILPCSHNVCLPCARTIAVQTPDGEQHLPPPLLLSRGAAAAATPPDQDAAAGATSGGAGANTAGGLGGGATGGGDHADKLSLYSETDSGYGSYTPSLKSPNGVRVLPMVPAPPGSSAAAARGAACSSLCSSSSSITCPQCHRSASLDHRGLRGFQRNRLLEGIVQRYQQGRGVVPGAAAAPAVAICQLCDRTPPEPAATLCEQCDVLYCATCQLKCHPSRGPFAKHRLVQPPPPPTPPEATPAVTGTSTASSAGGCRSPGGAGASAPRKFPTCPEHEMENYSM.... Result: 0 (no interaction). (8) The miRNA is hsa-miR-6803-5p with sequence CUGGGGGUGGGGGGCUGGGCGU. The protein sequence of the target gene is MMQICDTYNQKHSLFNAMNRFIGAVNNMDQTVMVPSLLRDVPLADPGLDNDVGVEVGGSGGCLEERTPPVPDSGSANGSFFAPSRDMYSHYVLLKSIRNDIEWGVLHQPPPPAGSEEGSAWKSKDILVDLGHLEGADAGEEDLEQQFHYHLRGLHTVLSKLTRKANILTNRYKQEIGFGNWGH. Result: 1 (interaction). (9) The miRNA is mmu-miR-324-3p with sequence CCACUGCCCCAGGUGCUGCU. The protein sequence of the target gene is MPPGPCAWPPRAALRLWLGCVCFALVQADSPSAPVNVTVRHLKANSAVVSWDVLEDEVVIGFAISQQKKDVRMLRFIQEVNTTTRSCALWDLEEDTEYIVHVQAISIQGQSPASEPVLFKTPREAEKMASKNKDEVTMKEMGRNQQLRTGEVLIIVVVLFMWAGVIALFCRQYDIIKDNEPNNNKEKTKSASETSTPEHQGGGLLRSKI. Result: 1 (interaction).